This data is from Forward reaction prediction with 1.9M reactions from USPTO patents (1976-2016). The task is: Predict the product of the given reaction. (1) Given the reactants [S:1]1[C:5]2[CH:6]=[CH:7][CH:8]=[CH:9][C:4]=2[N:3]=[C:2]1[C:10]1[C:14]([C:15]2[CH:20]=[CH:19][C:18]([N+:21]([O-])=O)=[CH:17][CH:16]=2)=[N:13][NH:12][C:11]=1[NH2:24].O.NN, predict the reaction product. The product is: [NH2:21][C:18]1[CH:17]=[CH:16][C:15]([C:14]2[C:10]([C:2]3[S:1][C:5]4[CH:6]=[CH:7][CH:8]=[CH:9][C:4]=4[N:3]=3)=[C:11]([NH2:24])[NH:12][N:13]=2)=[CH:20][CH:19]=1. (2) Given the reactants [NH2:1][C:2]1[CH:3]=[N:4][CH:5]=[CH:6][C:7]=1[N:8]1[CH2:13][CH2:12][CH2:11][C@H:10]([NH:14][C:15](=[O:21])[O:16][C:17]([CH3:20])([CH3:19])[CH3:18])[CH2:9]1.[C:22]([O:26][C:27]([NH:29][C:30]1[O:38][C:37]2[C:32](=[N:33][CH:34]=[CH:35][CH:36]=2)[C:31]=1[C:39](O)=[O:40])=[O:28])([CH3:25])([CH3:24])[CH3:23].CN(C(ON1N=NC2C=CC=NC1=2)=[N+](C)C)C.F[P-](F)(F)(F)(F)F.CCN(C(C)C)C(C)C, predict the reaction product. The product is: [C:22]([O:26][C:27]([NH:29][C:30]1[O:38][C:37]2[C:32](=[N:33][CH:34]=[CH:35][CH:36]=2)[C:31]=1[C:39]([NH:1][C:2]1[CH:3]=[N:4][CH:5]=[CH:6][C:7]=1[N:8]1[CH2:13][CH2:12][CH2:11][C@H:10]([NH:14][C:15](=[O:21])[O:16][C:17]([CH3:18])([CH3:20])[CH3:19])[CH2:9]1)=[O:40])=[O:28])([CH3:25])([CH3:23])[CH3:24]. (3) Given the reactants [Cl:1][C:2]1[C:7]2=[N:8][CH:9]=[C:10]([O:12][CH2:13][C:14]3O[CH:16]=[CH:17][N:18]=3)[N:11]=[C:6]2[CH:5]=[CH:4][N:3]=1.Cl[C:20]1[N:21]=C2C=CN=C(Cl)C2=NC=1.N1C=CC=NC=1CO, predict the reaction product. The product is: [Cl:1][C:2]1[C:7]2=[N:8][CH:9]=[C:10]([O:12][CH2:13][C:14]3[N:21]=[CH:20][CH:16]=[CH:17][N:18]=3)[N:11]=[C:6]2[CH:5]=[CH:4][N:3]=1.